From a dataset of Reaction yield outcomes from USPTO patents with 853,638 reactions. Predict the reaction yield, written as a fraction of the theoretical maximum amount of product (1.0 means a 100% yield; for example, 0.34 means a 34% yield). (1) The reactants are [H-].[Na+].[Cl:3][C:4]1[CH:9]=[CH:8][C:7]([CH:10]([OH:24])[CH:11]2[CH2:16][CH2:15][N:14]([C:17]([O:19][C:20]([CH3:23])([CH3:22])[CH3:21])=[O:18])[CH2:13][CH2:12]2)=[CH:6][CH:5]=1.I[CH2:26][CH3:27]. The catalyst is C1COCC1. The product is [Cl:3][C:4]1[CH:5]=[CH:6][C:7]([CH:10]([O:24][CH2:26][CH3:27])[CH:11]2[CH2:12][CH2:13][N:14]([C:17]([O:19][C:20]([CH3:21])([CH3:23])[CH3:22])=[O:18])[CH2:15][CH2:16]2)=[CH:8][CH:9]=1. The yield is 0.820. (2) The reactants are [NH2:1][C:2]([C:4]1[C:5]([F:32])=[C:6]([CH:28]=[CH:29][C:30]=1[F:31])[O:7][CH2:8][C:9]1[O:13][N:12]=[C:11]([C:14]2[CH:19]=[CH:18][C:17]([NH:20]C(=O)OC(C)(C)C)=[CH:16][CH:15]=2)[N:10]=1)=[O:3].O1CCOCC1.[ClH:39]. No catalyst specified. The product is [ClH:39].[NH2:20][C:17]1[CH:16]=[CH:15][C:14]([C:11]2[N:10]=[C:9]([CH2:8][O:7][C:6]3[C:5]([F:32])=[C:4]([C:2]([NH2:1])=[O:3])[C:30]([F:31])=[CH:29][CH:28]=3)[O:13][N:12]=2)=[CH:19][CH:18]=1. The yield is 0.430. (3) The reactants are C(O[C:6](=O)[N:7]([C@H:9]1[CH2:14][CH2:13][C@H:12]([N:15]([C:18]2[CH:23]=[C:22]([C:24]#[C:25][CH2:26][N:27]3[CH2:32][CH2:31][O:30][CH2:29][CH2:28]3)[CH:21]=[C:20]([C:33](=[O:45])[NH:34][CH2:35][C:36]3[C:37](=[O:44])[NH:38][C:39]([CH3:43])=[CH:40][C:41]=3[CH3:42])[C:19]=2[CH3:46])[CH2:16][CH3:17])[CH2:11][CH2:10]1)C)(C)(C)C.C(O)(C(F)(F)F)=O. The catalyst is C(Cl)Cl. The product is [CH3:42][C:41]1[CH:40]=[C:39]([CH3:43])[NH:38][C:37](=[O:44])[C:36]=1[CH2:35][NH:34][C:33](=[O:45])[C:20]1[CH:21]=[C:22]([C:24]#[C:25][CH2:26][N:27]2[CH2:32][CH2:31][O:30][CH2:29][CH2:28]2)[CH:23]=[C:18]([N:15]([CH2:16][CH3:17])[C@H:12]2[CH2:13][CH2:14][C@H:9]([NH:7][CH3:6])[CH2:10][CH2:11]2)[C:19]=1[CH3:46]. The yield is 0.990. (4) The reactants are [CH2:1]1[O:11][C:4]2([CH2:9][CH2:8][C:7](=O)[CH2:6][CH2:5]2)[O:3][CH2:2]1.[CH3:12][O:13][C:14]1[CH:19]=[CH:18][CH:17]=[CH:16][C:15]=1[N:20]1[CH2:25][CH2:24][NH:23][CH2:22][CH2:21]1.C(O[BH-](OC(=O)C)OC(=O)C)(=O)C.[Na+].C(O)(=O)C. The catalyst is ClCCCl. The product is [CH3:12][O:13][C:14]1[CH:19]=[CH:18][CH:17]=[CH:16][C:15]=1[N:20]1[CH2:25][CH2:24][N:23]([CH:7]2[CH2:8][CH2:9][C:4]3([O:11][CH2:1][CH2:2][O:3]3)[CH2:5][CH2:6]2)[CH2:22][CH2:21]1. The yield is 0.900.